This data is from Full USPTO retrosynthesis dataset with 1.9M reactions from patents (1976-2016). The task is: Predict the reactants needed to synthesize the given product. (1) Given the product [C:42]1([C:45]2[CH:50]=[CH:49][CH:48]=[CH:47][CH:46]=2)[CH:43]=[CH:44][C:39]([C@H:36]2[CH2:37][CH2:38][C@H:33]([NH:8][CH2:9][C@H:10]([OH:32])[CH2:11][O:12][C:13]3[CH:14]=[CH:15][C:16]([OH:24])=[C:17]([NH:19][S:20]([CH3:23])(=[O:21])=[O:22])[CH:18]=3)[CH2:34][CH2:35]2)=[CH:40][CH:41]=1, predict the reactants needed to synthesize it. The reactants are: C([N:8]([C@H:33]1[CH2:38][CH2:37][C@H:36]([C:39]2[CH:44]=[CH:43][C:42]([C:45]3[CH:50]=[CH:49][CH:48]=[CH:47][CH:46]=3)=[CH:41][CH:40]=2)[CH2:35][CH2:34]1)[CH2:9][C@H:10]([OH:32])[CH2:11][O:12][C:13]1[CH:14]=[CH:15][C:16]([O:24]CC2C=CC=CC=2)=[C:17]([NH:19][S:20]([CH3:23])(=[O:22])=[O:21])[CH:18]=1)C1C=CC=CC=1. (2) The reactants are: [Cl:1][C:2]1[C:3]([CH3:12])=[C:4]2[C:8](=[CH:9][CH:10]=1)[NH:7][C:6](=[O:11])[CH2:5]2.[O:13]=[C:14]1[C:19]2=[CH:20][NH:21][C:22]([CH:23]=O)=[C:18]2[CH2:17][CH2:16][O:15]1. Given the product [Cl:1][C:2]1[C:3]([CH3:12])=[C:4]2[C:8](=[CH:9][CH:10]=1)[NH:7][C:6](=[O:11])[C:5]2=[CH:23][C:22]1[NH:21][CH:20]=[C:19]2[C:14](=[O:13])[O:15][CH2:16][CH2:17][C:18]=12, predict the reactants needed to synthesize it. (3) Given the product [CH2:1]([O:3][C:4]([C:6]1[C:7]([OH:16])=[C:8]([CH3:21])[C:9](=[O:15])[N:10]2[C:14]=1[CH2:13][CH2:12][CH2:11]2)=[O:5])[CH3:2], predict the reactants needed to synthesize it. The reactants are: [CH2:1]([O:3][C:4]([C:6]1[C:7]([OH:16])=[CH:8][C:9](=[O:15])[N:10]2[C:14]=1[CH2:13][CH2:12][CH2:11]2)=[O:5])[CH3:2].[H-].[Na+].IC.[CH3:21]COC(C)=O.